The task is: Predict the reactants needed to synthesize the given product.. This data is from Full USPTO retrosynthesis dataset with 1.9M reactions from patents (1976-2016). (1) The reactants are: O=[C:2]=[N:3]S(Cl)(=O)=O.[C:8]12([CH2:26][CH2:25][N:24]([C:27]([O:29][C:30]([CH3:33])([CH3:32])[CH3:31])=[O:28])[CH2:23][CH2:22]1)[N:13]([C:14]([O:16][CH2:17][CH3:18])=[O:15])[CH2:12][CH2:11][N:10]1[CH:19]=[CH:20][CH:21]=[C:9]21.CN(C)C=O. Given the product [C:2]([C:19]1[N:10]2[CH2:11][CH2:12][N:13]([C:14]([O:16][CH2:17][CH3:18])=[O:15])[C:8]3([CH2:26][CH2:25][N:24]([C:27]([O:29][C:30]([CH3:32])([CH3:31])[CH3:33])=[O:28])[CH2:23][CH2:22]3)[C:9]2=[CH:21][CH:20]=1)#[N:3], predict the reactants needed to synthesize it. (2) Given the product [ClH:1].[Cl:1][C:2]1[CH:3]=[C:4]([C:8]2([CH2:14][NH:19][CH3:18])[CH2:13][CH2:12][CH2:11][CH2:10][CH2:9]2)[CH:5]=[CH:6][CH:7]=1, predict the reactants needed to synthesize it. The reactants are: [Cl:1][C:2]1[CH:3]=[C:4]([C:8]2([CH:14]=O)[CH2:13][CH2:12][CH2:11][CH2:10][CH2:9]2)[CH:5]=[CH:6][CH:7]=1.CN.[C:18]([BH3-])#[N:19].[Na+].C(OC(OCC)OCC)C.C([O-])([O-])=O.[K+].[K+]. (3) The reactants are: [N:1]([N:3]1[CH2:8][CH2:7][NH:6][CH2:5][CH2:4]1)=[O:2].[CH:9]([C:11]1[CH:12]=[CH:13][N:14]=[C:15]2[C:20]=1[N:19]=[C:18]([O:21][CH3:22])[CH:17]=[CH:16]2)=[CH2:10]. Given the product [CH3:22][O:21][C:18]1[CH:17]=[CH:16][C:15]2[C:20](=[C:11]([CH2:9][CH2:10][N:6]3[CH2:7][CH2:8][N:3]([N:1]=[O:2])[CH2:4][CH2:5]3)[CH:12]=[CH:13][N:14]=2)[N:19]=1, predict the reactants needed to synthesize it. (4) Given the product [CH2:17]([O:20][C:21]1([CH3:54])[CH2:22][CH2:23][N:24]([C:27]2[N:32]3[CH:33]=[C:34]([C:36]4[CH:37]=[C:38]([C:6]5[CH:7]=[C:2]([F:1])[CH:3]=[CH:4][C:5]=5[O:11][C@H:12]([CH2:14][CH:15]=[CH2:16])[CH3:13])[CH:39]=[CH:40][CH:41]=4)[N:35]=[C:31]3[CH:30]=[C:29]([CH3:43])[C:28]=2[C@H:44]([O:49][C:50]([CH3:53])([CH3:52])[CH3:51])[C:45]([O:47][CH3:48])=[O:46])[CH2:25][CH2:26]1)[CH:18]=[CH2:19], predict the reactants needed to synthesize it. The reactants are: [F:1][C:2]1[CH:3]=[CH:4][C:5]([O:11][C@H:12]([CH2:14][CH:15]=[CH2:16])[CH3:13])=[C:6](B(O)O)[CH:7]=1.[CH2:17]([O:20][C:21]1([CH3:54])[CH2:26][CH2:25][N:24]([C:27]2[N:32]3[CH:33]=[C:34]([C:36]4[CH:41]=[CH:40][CH:39]=[C:38](Br)[CH:37]=4)[N:35]=[C:31]3[CH:30]=[C:29]([CH3:43])[C:28]=2[C@H:44]([O:49][C:50]([CH3:53])([CH3:52])[CH3:51])[C:45]([O:47][CH3:48])=[O:46])[CH2:23][CH2:22]1)[CH:18]=[CH2:19].C(OC1(C)CCN(C2N3C=C(C4C=C(C5C=CC(F)=CC=5O[C@H](CC=C)C)C=CC=4)N=C3C=C(C)C=2[C@H](OC(C)(C)C)C(OC)=O)CC1)C=C. (5) The reactants are: [CH2:1]([C:4]1[CH:9]=[CH:8][N:7]=[C:6]([NH2:10])[CH:5]=1)[CH2:2][CH3:3].[Li+].C[Si]([N-][Si](C)(C)C)(C)C.[CH3:21][C:22]1([CH3:38])[C:26]([CH3:28])([CH3:27])[O:25][B:24]([C:29]2[CH:37]=[CH:36][C:32]([C:33](Cl)=[O:34])=[CH:31][CH:30]=2)[O:23]1. Given the product [CH2:1]([C:4]1[CH:9]=[CH:8][N:7]=[C:6]([NH:10][C:33](=[O:34])[C:32]2[CH:31]=[CH:30][C:29]([B:24]3[O:25][C:26]([CH3:27])([CH3:28])[C:22]([CH3:38])([CH3:21])[O:23]3)=[CH:37][CH:36]=2)[CH:5]=1)[CH2:2][CH3:3], predict the reactants needed to synthesize it.